From a dataset of Reaction yield outcomes from USPTO patents with 853,638 reactions. Predict the reaction yield, written as a fraction of the theoretical maximum amount of product (1.0 means a 100% yield; for example, 0.34 means a 34% yield). (1) The reactants are Cl.[N:2]1[CH:7]=[CH:6][CH:5]=[CH:4][C:3]=1[N:8]([CH2:32][CH2:33][C:34]([O:36][CH2:37][CH3:38])=[O:35])[C:9]([C:11]1[CH:31]=[CH:30][C:14]2[N:15]([CH3:29])[C:16]([CH2:18][NH:19][C:20]3[CH:25]=[CH:24][C:23]([C:26](=[NH:28])[NH2:27])=[CH:22][CH:21]=3)=[N:17][C:13]=2[CH:12]=1)=[O:10].Cl[C:40]([O:42][CH2:43][CH2:44][S:45]([CH3:48])(=[O:47])=[O:46])=[O:41]. The catalyst is ClCCl.CO. The product is [N:2]1[CH:7]=[CH:6][CH:5]=[CH:4][C:3]=1[N:8]([CH2:32][CH2:33][C:34]([O:36][CH2:37][CH3:38])=[O:35])[C:9]([C:11]1[CH:31]=[CH:30][C:14]2[N:15]([CH3:29])[C:16]([CH2:18][NH:19][C:20]3[CH:25]=[CH:24][C:23]([C:26](=[NH:27])[NH:28][C:40]([O:42][CH2:43][CH2:44][S:45]([CH3:48])(=[O:47])=[O:46])=[O:41])=[CH:22][CH:21]=3)=[N:17][C:13]=2[CH:12]=1)=[O:10]. The yield is 0.650. (2) The reactants are F[C:2]1[N:10]=[C:9]([F:11])[C:8]([I:12])=[CH:7][C:3]=1[C:4]([OH:6])=[O:5].CCN(C(C)C)C(C)C.[CH3:22][C@H:23]1[O:28][C@@H:27]([CH3:29])[CH2:26][NH:25][CH2:24]1. The catalyst is C(#N)C.O.Cl. The product is [CH3:29][C@@H:27]1[CH2:26][N:25]([C:2]2[N:10]=[C:9]([F:11])[C:8]([I:12])=[CH:7][C:3]=2[C:4]([OH:6])=[O:5])[CH2:24][C@H:23]([CH3:22])[O:28]1. The yield is 0.630. (3) The reactants are C[O:2][C:3]1[CH:4]=[CH:5][C:6]2[O:12][C:11]3[CH:13]=[CH:14][CH:15]=[CH:16][C:10]=3[N:9]=[C:8]([C:17]3[CH:27]=[CH:26][C:20]([C:21]([O:23][CH2:24][CH3:25])=[O:22])=[CH:19][CH:18]=3)[C:7]=2[CH:28]=1.B(Br)(Br)Br.C(O)C.CO. The catalyst is C(Cl)Cl.C(OCC)(=O)C. The product is [OH:2][C:3]1[CH:4]=[CH:5][C:6]2[O:12][C:11]3[CH:13]=[CH:14][CH:15]=[CH:16][C:10]=3[N:9]=[C:8]([C:17]3[CH:27]=[CH:26][C:20]([C:21]([O:23][CH2:24][CH3:25])=[O:22])=[CH:19][CH:18]=3)[C:7]=2[CH:28]=1. The yield is 0.300.